This data is from Forward reaction prediction with 1.9M reactions from USPTO patents (1976-2016). The task is: Predict the product of the given reaction. (1) Given the reactants [CH2:1]([C:17]1[C:18]([O:29][CH3:30])=[C:19]([O:27]C)[CH:20]=[C:21]([O:25][CH3:26])[C:22]=1[O:23]C)[CH2:2][CH2:3][CH2:4][CH2:5][CH2:6][CH2:7][CH2:8][CH2:9][CH2:10][CH2:11][CH2:12][CH2:13][CH2:14][CH2:15][CH3:16].COC1C(=O)C=C(NCCCC(OC(C)(C)C)=O)C(=O)C=1CCCCCCCCCCCCC.COC1C=C(OC)C(OC)=C(CCCCCCCCCCCCC)C=1OC.[N+]([O-])([O-])=O.[NH4+].[Ce+4].[N+]([O-])([O-])=O.[N+]([O-])([O-])=O.[N+]([O-])([O-])=O.[N+]([O-])([O-])=O, predict the reaction product. The product is: [CH2:1]([C:17]1[C:22](=[O:23])[C:21]([O:25][CH3:26])=[CH:20][C:19](=[O:27])[C:18]=1[O:29][CH3:30])[CH2:2][CH2:3][CH2:4][CH2:5][CH2:6][CH2:7][CH2:8][CH2:9][CH2:10][CH2:11][CH2:12][CH2:13][CH2:14][CH2:15][CH3:16]. (2) The product is: [CH:2]1[CH:3]=[C:4]([CH2:5][NH:6][C:45]2[N:50]=[CH:51][N:53]=[C:43]3[N:55]=[CH:56][NH:58][C:44]=23)[O:10][CH:8]=1. Given the reactants N[C@H:2]([C:8]([OH:10])=O)[CH2:3][CH2:4][C:5](=O)[NH2:6].CC1(C)S[C@@H]2[C@H](NC(CC3C=CC=CC=3)=O)C(=O)N2[C@H]1C([O-])=O.[K+].C[C@@H]1O[C@@H](O[C@H]2[C@H](O)[C@@H](O)[C@H:45]([NH:50][C:51]([NH2:53])=N)[C@@H:44](O)[C@@H:43]2[NH:55][C:56]([NH2:58])=N)[C@H](O[C@@H]2O[C@@H](CO)[C@H](O)[C@@H](O)[C@@H]2NC)[C@@]1(O)C=O, predict the reaction product. (3) Given the reactants Cl[C:2]1[C:3](=[O:24])[N:4]([CH2:19][CH:20]([CH3:23])[CH2:21][CH3:22])[C:5]([C:9]2[C:14]([F:15])=[CH:13][C:12]([O:16][CH3:17])=[CH:11][C:10]=2[F:18])=[C:6]([Cl:8])[N:7]=1.[NH:25]1[CH:29]=[CH:28][CH:27]=[N:26]1.C(=O)([O-])[O-].[K+].[K+], predict the reaction product. The product is: [Cl:8][C:6]1[N:7]=[C:2]([N:25]2[CH:29]=[CH:28][CH:27]=[N:26]2)[C:3](=[O:24])[N:4]([CH2:19][CH:20]([CH3:23])[CH2:21][CH3:22])[C:5]=1[C:9]1[C:14]([F:15])=[CH:13][C:12]([O:16][CH3:17])=[CH:11][C:10]=1[F:18].